This data is from Reaction yield outcomes from USPTO patents with 853,638 reactions. The task is: Predict the reaction yield, written as a fraction of the theoretical maximum amount of product (1.0 means a 100% yield; for example, 0.34 means a 34% yield). The reactants are [C:1]1([S:7]([CH2:10][C:11]([NH:13][NH2:14])=[O:12])(=[O:9])=[O:8])[CH:6]=[CH:5][CH:4]=[CH:3][CH:2]=1.[C:15](OC(=O)C)(=[O:17])[CH3:16]. The catalyst is C(O)(=O)C.O. The product is [C:1]1([S:7]([CH2:10][C:11]([NH:13][NH:14][C:15](=[O:17])[CH3:16])=[O:12])(=[O:8])=[O:9])[CH:2]=[CH:3][CH:4]=[CH:5][CH:6]=1. The yield is 0.780.